From a dataset of Forward reaction prediction with 1.9M reactions from USPTO patents (1976-2016). Predict the product of the given reaction. (1) Given the reactants [NH2:1][C@H:2]([C:10]([OH:12])=[O:11])[CH2:3][CH2:4][C:5](NCC)=[O:6].Cl(O)(=O)=[O:14], predict the reaction product. The product is: [NH2:1][C@H:2]([C:10]([OH:12])=[O:11])[CH2:3][CH2:4][C:5]([OH:6])=[O:14].[CH2:2]([NH2:1])[CH3:3]. (2) Given the reactants [CH3:1][O:2][C:3]1[N:8]=[C:7]([O:9][CH3:10])[C:6](B(O)O)=[CH:5][N:4]=1.Br[C:15]1[CH:16]=[N:17][C:18]2[C:23]([CH:24]=1)=[N:22][CH:21]=[C:20]([CH2:25][CH2:26][N:27]1[CH2:32][CH2:31][CH2:30][CH2:29][CH2:28]1)[CH:19]=2, predict the reaction product. The product is: [CH3:1][O:2][C:3]1[N:8]=[C:7]([O:9][CH3:10])[C:6]([C:15]2[CH:16]=[N:17][C:18]3[C:23]([CH:24]=2)=[N:22][CH:21]=[C:20]([CH2:25][CH2:26][N:27]2[CH2:28][CH2:29][CH2:30][CH2:31][CH2:32]2)[CH:19]=3)=[CH:5][N:4]=1.